Predict the product of the given reaction. From a dataset of Forward reaction prediction with 1.9M reactions from USPTO patents (1976-2016). (1) The product is: [F:8][CH:9]1[CH2:12][N:11]([C:13]2[CH:14]=[C:15]([CH:19]3[C:28]([CH3:29])([CH3:30])[CH2:27][C:26]4[C:21](=[CH:22][CH:23]=[C:24]([C:31]([NH:7][S:4]([CH3:3])(=[O:6])=[O:5])=[O:32])[CH:25]=4)[NH:20]3)[CH:16]=[CH:17][CH:18]=2)[CH2:10]1. Given the reactants [H-].[Na+].[CH3:3][S:4]([NH2:7])(=[O:6])=[O:5].[F:8][CH:9]1[CH2:12][N:11]([C:13]2[CH:14]=[C:15]([CH:19]3[C:28]([CH3:30])([CH3:29])[CH2:27][C:26]4[C:21](=[CH:22][CH:23]=[C:24]([C:31](O)=[O:32])[CH:25]=4)[NH:20]3)[CH:16]=[CH:17][CH:18]=2)[CH2:10]1.C(N1C=CN=C1)(N1C=CN=C1)=O, predict the reaction product. (2) Given the reactants Cl[C:2]1[N:7]=[N:6][C:5]([N:8]2[CH2:13][CH2:12][N:11]([C:14]([O:16][C:17]([CH3:20])([CH3:19])[CH3:18])=[O:15])[CH2:10][CH2:9]2)=[CH:4][CH:3]=1.[OH:21][C:22]1[CH:29]=[C:28]([O:30][CH3:31])[C:27](B2OC(C)(C)C(C)(C)O2)=[CH:26][C:23]=1[CH:24]=[O:25], predict the reaction product. The product is: [CH:24]([C:23]1[C:22]([OH:21])=[CH:29][C:28]([O:30][CH3:31])=[C:27]([C:2]2[N:7]=[N:6][C:5]([N:8]3[CH2:13][CH2:12][N:11]([C:14]([O:16][C:17]([CH3:20])([CH3:19])[CH3:18])=[O:15])[CH2:10][CH2:9]3)=[CH:4][CH:3]=2)[CH:26]=1)=[O:25]. (3) The product is: [Cl:10][C:9]1[CH:8]=[CH:7][CH:6]=[C:5]2[C:4]=1[C:3](=[O:13])[N:21]([C@H:22]1[C:31]3[C:26](=[CH:27][C:28]([C:32]([O:34][CH3:35])=[O:33])=[CH:29][CH:30]=3)[O:25][CH2:24][CH2:23]1)[CH2:11]2. Given the reactants CO[C:3](=[O:13])[C:4]1[C:9]([Cl:10])=[CH:8][CH:7]=[CH:6][C:5]=1[CH2:11]Br.C(N(CC)CC)C.[NH2:21][C@H:22]1[C:31]2[C:26](=[CH:27][C:28]([C:32]([O:34][CH3:35])=[O:33])=[CH:29][CH:30]=2)[O:25][CH2:24][CH2:23]1, predict the reaction product. (4) Given the reactants [Cl:1][C:2]1[CH:3]=[C:4](OS(C(F)(F)F)(=O)=O)[CH:5]=[C:6]([Cl:23])[C:7]=1[CH2:8][CH:9]1[CH2:13][CH2:12][N:11]([CH:14]2[CH2:19][CH2:18][C:17]([F:21])([F:20])[CH2:16][CH2:15]2)[C:10]1=[O:22].[N:32]1[CH:37]=[CH:36][CH:35]=[C:34](B(O)O)[CH:33]=1.C([O-])([O-])=O.[Na+].[Na+], predict the reaction product. The product is: [Cl:1][C:2]1[CH:3]=[C:4]([C:34]2[CH:33]=[N:32][CH:37]=[CH:36][CH:35]=2)[CH:5]=[C:6]([Cl:23])[C:7]=1[CH2:8][CH:9]1[CH2:13][CH2:12][N:11]([CH:14]2[CH2:19][CH2:18][C:17]([F:20])([F:21])[CH2:16][CH2:15]2)[C:10]1=[O:22]. (5) Given the reactants Cl.[CH2:2]([C:4]1[CH:5]=[CH:6][C:7](OC)=[C:8]2[C:13]=1[CH:12]([C:14]1[CH:19]=[CH:18][CH:17]=[CH:16][CH:15]=1)[NH:11][CH2:10][CH2:9]2)[CH3:3].B(Br)(Br)Br.C(=O)([O-])O.[Na+].[C:31](O[C:31]([O:33][C:34]([CH3:37])([CH3:36])[CH3:35])=[O:32])([O:33][C:34]([CH3:37])([CH3:36])[CH3:35])=[O:32], predict the reaction product. The product is: [CH2:2]([C:4]1[CH:5]=[CH:6][CH:7]=[C:8]2[C:13]=1[CH:12]([C:14]1[CH:19]=[CH:18][CH:17]=[CH:16][CH:15]=1)[N:11]([C:31]([O:33][C:34]([CH3:37])([CH3:36])[CH3:35])=[O:32])[CH2:10][CH2:9]2)[CH3:3]. (6) The product is: [ClH:32].[CH3:1][O:2][C:3]1[CH:8]=[CH:7][CH:6]=[CH:5][C:4]=1[N:9]1[CH2:10][CH2:11][N:12]([CH2:15][CH2:16][CH2:17][C:18]([O:20][C:21]2[CH:30]=[C:29]3[C:24]([CH2:25][CH2:26][C:27](=[O:31])[NH:28]3)=[CH:23][CH:22]=2)=[O:19])[CH2:13][CH2:14]1. Given the reactants [CH3:1][O:2][C:3]1[CH:8]=[CH:7][CH:6]=[CH:5][C:4]=1[N:9]1[CH2:14][CH2:13][N:12]([CH2:15][CH2:16][CH2:17][C:18]([O:20][C:21]2[CH:30]=[C:29]3[C:24]([CH2:25][CH2:26][C:27](=[O:31])[NH:28]3)=[CH:23][CH:22]=2)=[O:19])[CH2:11][CH2:10]1.[ClH:32], predict the reaction product. (7) Given the reactants [O:1]1[CH2:6][CH2:5][CH2:4][CH2:3][CH:2]1[N:7]1[C:15]2[C:10](=[CH:11][C:12]([C:16]3[N:20]=[CH:19][N:18]([C:21]([C:34]4[CH:39]=[CH:38][CH:37]=[CH:36][CH:35]=4)([C:28]4[CH:33]=[CH:32][CH:31]=[CH:30][CH:29]=4)[C:22]4[CH:27]=[CH:26][CH:25]=[CH:24][CH:23]=4)[N:17]=3)=[CH:13][CH:14]=2)[C:9]([C:40]2[CH:41]=[C:42]([NH2:46])[CH:43]=[CH:44][CH:45]=2)=[N:8]1.[C:47](Cl)(=[O:52])[CH2:48][CH2:49][CH2:50][CH3:51].C(N(CC)CC)C, predict the reaction product. The product is: [O:1]1[CH2:6][CH2:5][CH2:4][CH2:3][CH:2]1[N:7]1[C:15]2[C:10](=[CH:11][C:12]([C:16]3[N:20]=[CH:19][N:18]([C:21]([C:28]4[CH:33]=[CH:32][CH:31]=[CH:30][CH:29]=4)([C:22]4[CH:27]=[CH:26][CH:25]=[CH:24][CH:23]=4)[C:34]4[CH:35]=[CH:36][CH:37]=[CH:38][CH:39]=4)[N:17]=3)=[CH:13][CH:14]=2)[C:9]([C:40]2[CH:41]=[C:42]([NH:46][C:47](=[O:52])[CH2:48][CH2:49][CH2:50][CH3:51])[CH:43]=[CH:44][CH:45]=2)=[N:8]1. (8) The product is: [Cl:37][C:33]1[C:32]([C:38]2[CH:43]=[CH:42][CH:41]=[C:40]([CH2:44][CH3:45])[CH:39]=2)=[C:31]([C:21]([OH:30])([C@@H:17]2[CH2:18][CH2:19][CH2:20][N:15]([C:13]([N:10]3[CH2:9][CH2:8][CH:7]([CH2:6][NH:5][S:55]([C:50]4[CH:51]=[CH:52][CH:53]=[CH:54][C:49]=4[N+:46]([O-:48])=[O:47])(=[O:56])=[O:57])[CH2:12][CH2:11]3)=[O:14])[CH2:16]2)[CH2:22][CH2:23][CH2:24][NH:25][C:26](=[O:29])[O:27][CH3:28])[CH:36]=[CH:35][CH:34]=1. Given the reactants C(=O)([O-])N.[NH2:5][CH2:6][CH:7]1[CH2:12][CH2:11][N:10]([C:13]([N:15]2[CH2:20][CH2:19][CH2:18][C@@H:17]([C:21]([C:31]3[CH:36]=[CH:35][CH:34]=[C:33]([Cl:37])[C:32]=3[C:38]3[CH:43]=[CH:42][CH:41]=[C:40]([CH2:44][CH3:45])[CH:39]=3)([OH:30])[CH2:22][CH2:23][CH2:24][NH:25][C:26](=[O:29])[O:27][CH3:28])[CH2:16]2)=[O:14])[CH2:9][CH2:8]1.[N+:46]([C:49]1[CH:54]=[CH:53][CH:52]=[CH:51][C:50]=1[S:55](Cl)(=[O:57])=[O:56])([O-:48])=[O:47].CCN(CC)CC, predict the reaction product. (9) The product is: [C:26]([O:25][CH:19]([C:8]1[C:7]([CH3:30])=[CH:6][C:5]2[C:10](=[CH:11][C:2]([C:32]#[C:31][C:33]3([OH:38])[CH2:37][CH2:36][CH2:35][CH2:34]3)=[CH:3][CH:4]=2)[C:9]=1[C:12]1[CH:17]=[CH:16][C:15]([Cl:18])=[CH:14][CH:13]=1)[C:20]([OH:22])=[O:21])([CH3:28])([CH3:27])[CH3:29]. Given the reactants Br[C:2]1[CH:11]=[C:10]2[C:5]([CH:6]=[C:7]([CH3:30])[C:8]([CH:19]([O:25][C:26]([CH3:29])([CH3:28])[CH3:27])[C:20]([O:22]CC)=[O:21])=[C:9]2[C:12]2[CH:17]=[CH:16][C:15]([Cl:18])=[CH:14][CH:13]=2)=[CH:4][CH:3]=1.[C:31]([C:33]1([OH:38])[CH2:37][CH2:36][CH2:35][CH2:34]1)#[CH:32], predict the reaction product.